Dataset: Forward reaction prediction with 1.9M reactions from USPTO patents (1976-2016). Task: Predict the product of the given reaction. (1) The product is: [CH:28]1([C@@H:27]([NH:26][C:24]([C:16]2[C:17]3[C:18](=[N:60][CH:47]=[C:42]([CH:43]4[CH2:45][CH2:46]4)[N:41]=3)[NH:14][CH:15]=2)=[O:25])[C:31]([N:12]2[CH2:13][C:10]3([CH2:9][O:8][CH2:7]3)[CH2:11]2)=[O:33])[CH2:29][CH2:30]1. Given the reactants C(O)(=O)C(O)=O.[CH2:7]1[C:10]2([CH2:13][NH:12][CH2:11]2)[CH2:9][O:8]1.[NH:14]1[CH2:18][CH2:17][CH2:16][CH2:15]1.CC(O[C:24]([NH:26][C@@H:27]([C:31]([OH:33])=O)[CH:28]1[CH2:30][CH2:29]1)=[O:25])(C)C.C([NH:41][C@@H:42]([C:47](O)=O)[C:43]([CH3:46])([CH3:45])C)(OC(C)(C)C)=O.FC(F)(F)CO.[F-].[Cs+].C(#[N:60])C, predict the reaction product. (2) Given the reactants [NH2:1][C:2]1[CH:28]=[CH:27][C:5]([O:6][C:7]2[N:12]=[CH:11][N:10]=[C:9]([NH:13][C:14]([N:16]3[CH2:21][CH2:20][CH:19]([CH2:22][N:23]4[CH2:26][CH2:25][CH2:24]4)[CH2:18][CH2:17]3)=[O:15])[CH:8]=2)=[C:4]([F:29])[CH:3]=1.[C@]12(CS(O)(=O)=O)C(C)(C)C(CC1)CC2=O.[F:45][C:46]1[CH:51]=[CH:50][C:49]([CH2:52][C:53]([N:55]=[C:56]=[S:57])=[O:54])=[CH:48][CH:47]=1.C(OCC)C, predict the reaction product. The product is: [F:29][C:4]1[CH:3]=[C:2]([NH:1][C:56]([NH:55][C:53](=[O:54])[CH2:52][C:49]2[CH:50]=[CH:51][C:46]([F:45])=[CH:47][CH:48]=2)=[S:57])[CH:28]=[CH:27][C:5]=1[O:6][C:7]1[N:12]=[CH:11][N:10]=[C:9]([NH:13][C:14]([N:16]2[CH2:21][CH2:20][CH:19]([CH2:22][N:23]3[CH2:26][CH2:25][CH2:24]3)[CH2:18][CH2:17]2)=[O:15])[CH:8]=1. (3) Given the reactants [C:1]([O:5][C:6]([N:8]1[CH2:13][CH2:12][CH2:11][CH2:10][C@H:9]1[C:14]([OH:16])=O)=[O:7])([CH3:4])([CH3:3])[CH3:2].CCN(C(C)C)C(C)C.CN(C(ON1N=NC2C=CC=NC1=2)=[N+](C)C)C.F[P-](F)(F)(F)(F)F.Cl.[NH2:51][C@:52]1([C:62]([O:64][CH3:65])=[O:63])[CH2:54][C@@H:53]1[C:55]1[CH:60]=[CH:59][C:58]([Br:61])=[CH:57][CH:56]=1, predict the reaction product. The product is: [Br:61][C:58]1[CH:57]=[CH:56][C:55]([C@H:53]2[CH2:54][C@:52]2([NH:51][C:14]([C@@H:9]2[CH2:10][CH2:11][CH2:12][CH2:13][N:8]2[C:6]([O:5][C:1]([CH3:2])([CH3:3])[CH3:4])=[O:7])=[O:16])[C:62]([O:64][CH3:65])=[O:63])=[CH:60][CH:59]=1. (4) The product is: [Cl:19][C:16]1[N:15]=[CH:14][C:13]([NH:12][C:4]2[N:3]=[C:2]([NH:21][NH2:22])[N:10]=[C:9]3[C:5]=2[N:6]=[CH:7][N:8]3[CH3:11])=[CH:18][CH:17]=1. Given the reactants Cl[C:2]1[N:10]=[C:9]2[C:5]([N:6]=[CH:7][N:8]2[CH3:11])=[C:4]([NH:12][C:13]2[CH:14]=[N:15][C:16]([Cl:19])=[CH:17][CH:18]=2)[N:3]=1.O.[NH2:21][NH2:22], predict the reaction product. (5) Given the reactants Br[C:2]1[CH:3]=[C:4]([NH:10][C:11]2[S:12][C:13]([CH3:16])=[CH:14][N:15]=2)[C:5](=[O:9])[N:6]([CH3:8])[CH:7]=1.[B:17]1([B:17]2[O:21][C:20]([CH3:23])([CH3:22])[C:19]([CH3:25])([CH3:24])[O:18]2)[O:21][C:20]([CH3:23])([CH3:22])[C:19]([CH3:25])([CH3:24])[O:18]1.C([O-])(=O)C.[K+], predict the reaction product. The product is: [CH3:8][N:6]1[CH:7]=[C:2]([B:17]2[O:21][C:20]([CH3:23])([CH3:22])[C:19]([CH3:25])([CH3:24])[O:18]2)[CH:3]=[C:4]([NH:10][C:11]2[S:12][C:13]([CH3:16])=[CH:14][N:15]=2)[C:5]1=[O:9]. (6) Given the reactants Cl[CH2:2][CH2:3][CH2:4][O:5][C:6]1[CH:30]=[CH:29][C:9]([CH2:10][N:11]2[C:19]3[C:14](=[CH:15][CH:16]=[CH:17][CH:18]=3)[C:13]3[CH2:20][CH2:21][S:22][C:23]4[CH:28]=[CH:27][CH:26]=[CH:25][C:24]=4[C:12]2=3)=[CH:8][CH:7]=1.[NH:31]1[CH2:36][CH2:35][CH2:34][CH2:33][CH2:32]1, predict the reaction product. The product is: [N:31]1([CH2:2][CH2:3][CH2:4][O:5][C:6]2[CH:30]=[CH:29][C:9]([CH2:10][N:11]3[C:19]4[C:14](=[CH:15][CH:16]=[CH:17][CH:18]=4)[C:13]4[CH2:20][CH2:21][S:22][C:23]5[CH:28]=[CH:27][CH:26]=[CH:25][C:24]=5[C:12]3=4)=[CH:8][CH:7]=2)[CH2:36][CH2:35][CH2:34][CH2:33][CH2:32]1.